From a dataset of Catalyst prediction with 721,799 reactions and 888 catalyst types from USPTO. Predict which catalyst facilitates the given reaction. (1) Reactant: [H-].[Na+].[CH2:3]([N:5]([CH3:26])[C:6]([CH:8]1[CH2:11][C:10]([C:13]2[CH:18]=[CH:17][C:16]([CH2:19][N:20]3[CH2:24][CH2:23][CH2:22][CH2:21]3)=[C:15]([F:25])[CH:14]=2)([OH:12])[CH2:9]1)=[O:7])[CH3:4].[CH3:27]I. Product: [CH2:3]([N:5]([CH3:26])[C:6]([CH:8]1[CH2:11][C:10]([C:13]2[CH:18]=[CH:17][C:16]([CH2:19][N:20]3[CH2:24][CH2:23][CH2:22][CH2:21]3)=[C:15]([F:25])[CH:14]=2)([O:12][CH3:27])[CH2:9]1)=[O:7])[CH3:4]. The catalyst class is: 1. (2) Reactant: [NH2:1][C:2]1[CH:7]=[CH:6][C:5]([NH:8][C:9]2[N:14]=[CH:13][C:12]([CH2:15][C:16]([NH2:18])=[O:17])=[C:11]([NH:19][CH2:20][C:21]3[CH:26]=[CH:25][CH:24]=[CH:23][CH:22]=3)[CH:10]=2)=[CH:4][CH:3]=1.[C:27]([N:34]1[CH2:39][CH2:38][C:37](=O)[CH2:36][CH2:35]1)([O:29][C:30]([CH3:33])([CH3:32])[CH3:31])=[O:28].C(O[BH-](OC(=O)C)OC(=O)C)(=O)C.[Na+].O. Product: [CH2:20]([NH:19][C:11]1[CH:10]=[C:9]([NH:8][C:5]2[CH:4]=[CH:3][C:2]([NH:1][CH:37]3[CH2:38][CH2:39][N:34]([C:27]([O:29][C:30]([CH3:33])([CH3:32])[CH3:31])=[O:28])[CH2:35][CH2:36]3)=[CH:7][CH:6]=2)[N:14]=[CH:13][C:12]=1[CH2:15][C:16]([NH2:18])=[O:17])[C:21]1[CH:22]=[CH:23][CH:24]=[CH:25][CH:26]=1. The catalyst class is: 359. (3) Reactant: [CH3:1][C:2]1[CH2:3][C:4]2[C:9]([CH:10]=1)=[CH:8][C:7]([CH3:11])=[C:6]([OH:12])[C:5]=2[CH3:13].N1C=CN=C1.[C:19]([Si:23](Cl)([CH3:25])[CH3:24])([CH3:22])([CH3:21])[CH3:20].Cl. Product: [C:19]([Si:23]([CH3:25])([CH3:24])[O:12][C:6]1[C:5]([CH3:13])=[C:4]2[C:9]([CH:10]=[C:2]([CH3:1])[CH2:3]2)=[CH:8][C:7]=1[CH3:11])([CH3:22])([CH3:21])[CH3:20]. The catalyst class is: 23. (4) Reactant: [Br:1][C:2]1[CH:3]=[C:4]([C:8]2([C:16]3[CH:21]=[CH:20][C:19]([Si:22]([CH3:25])([CH3:24])[CH3:23])=[CH:18][CH:17]=3)[NH:12][C:11](=S)[N:10]([CH3:14])[C:9]2=[O:15])[CH:5]=[CH:6][CH:7]=1.C(OO)(C)(C)C.[NH3:32]. Product: [NH2:32][C:11]1[N:10]([CH3:14])[C:9](=[O:15])[C:8]([C:4]2[CH:5]=[CH:6][CH:7]=[C:2]([Br:1])[CH:3]=2)([C:16]2[CH:21]=[CH:20][C:19]([Si:22]([CH3:25])([CH3:24])[CH3:23])=[CH:18][CH:17]=2)[N:12]=1. The catalyst class is: 5.